Dataset: Full USPTO retrosynthesis dataset with 1.9M reactions from patents (1976-2016). Task: Predict the reactants needed to synthesize the given product. (1) Given the product [O:27]1[C:26]2[CH:30]=[CH:31][C:23]([C:6]3[C:5]4[C:3](=[O:4])[N:2]([CH3:1])[CH2:15][C:14]=4[C:13]([O:17][CH3:18])=[C:12]4[CH:11]=[C:10]([O:19][CH3:20])[C:9]([O:21][CH3:22])=[CH:8][C:7]=34)=[CH:24][C:25]=2[O:29][CH2:28]1, predict the reactants needed to synthesize it. The reactants are: [CH3:1][NH:2][C:3]([C:5]1[C:14]([CH2:15]O)=[C:13]([O:17][CH3:18])[C:12]2[C:7](=[CH:8][C:9]([O:21][CH3:22])=[C:10]([O:19][CH3:20])[CH:11]=2)[C:6]=1[C:23]1[CH:31]=[CH:30][C:26]2[O:27][CH2:28][O:29][C:25]=2[CH:24]=1)=[O:4].C([Mg]Cl)(C)C.CN(C)P(Cl)(N(C)C)=O.[Cl-].[NH4+]. (2) Given the product [F:12][C:13]1[CH:23]=[CH:22][C:16](/[CH:17]=[CH:18]/[C:2]2[CH:3]=[C:4]([CH:9]=[CH:10][N:11]=2)[C:5]([O:7][CH3:8])=[O:6])=[CH:15][CH:14]=1, predict the reactants needed to synthesize it. The reactants are: Cl[C:2]1[CH:3]=[C:4]([CH:9]=[CH:10][N:11]=1)[C:5]([O:7][CH3:8])=[O:6].[F:12][C:13]1[CH:23]=[CH:22][C:16](/[CH:17]=[CH:18]/B(O)O)=[CH:15][CH:14]=1.P([O-])([O-])([O-])=O.[K+].[K+].[K+]. (3) Given the product [CH2:36]([N:43]1[CH2:48][CH2:47][CH:46]([NH:49][C:11]([C:6]2[NH:7][C:8]3[C:4]([CH:5]=2)=[CH:3][C:2]([OH:1])=[CH:10][CH:9]=3)=[O:13])[CH2:45][CH2:44]1)[C:37]1[CH:38]=[CH:39][CH:40]=[CH:41][CH:42]=1, predict the reactants needed to synthesize it. The reactants are: [OH:1][C:2]1[CH:3]=[C:4]2[C:8](=[CH:9][CH:10]=1)[NH:7][C:6]([C:11]([OH:13])=O)=[CH:5]2.ON1C2C=CC=CC=2N=N1.Cl.CN(C)CCCN=C=NCC.[CH2:36]([N:43]1[CH2:48][CH2:47][CH:46]([NH2:49])[CH2:45][CH2:44]1)[C:37]1[CH:42]=[CH:41][CH:40]=[CH:39][CH:38]=1. (4) Given the product [Cl:72][C:65]1[CH:64]=[CH:63][C:62]([C:51]2[C:50]([C@@H:40]([NH:39][C:20](=[O:38])[CH2:21][N:22]3[C:30]4[C:29]([F:31])([F:32])[C@@H:28]5[CH2:27][C@@H:26]5[C:25]=4[C:24]([CH:35]([F:36])[F:37])=[N:23]3)[CH2:41][C:42]3[CH:47]=[C:46]([F:48])[CH:45]=[C:44]([F:49])[CH:43]=3)=[N:55][C:54]([C:56]#[C:57][C:58]([OH:60])([CH3:61])[CH3:59])=[CH:53][CH:52]=2)=[C:70]2[C:66]=1[CH:67]=[N:68][N:69]2[CH3:71], predict the reactants needed to synthesize it. The reactants are: BrC1C([C@@H](N[C:20](=[O:38])[CH2:21][N:22]2[C:30]3[C:29]([F:32])([F:31])[CH2:28][CH2:27][C:26](F)(F)[C:25]=3[C:24]([CH:35]([F:37])[F:36])=[N:23]2)CC2C=C(F)C=C(F)C=2)=NC=C(Br)C=1.[NH2:39][C@H:40]([C:50]1[N:55]=[C:54]([C:56]#[C:57][C:58]([CH3:61])([OH:60])[CH3:59])[CH:53]=[CH:52][C:51]=1[C:62]1[CH:63]=[CH:64][C:65]([Cl:72])=[C:66]2[C:70]=1[N:69]([CH3:71])[N:68]=[CH:67]2)[CH2:41][C:42]1[CH:47]=[C:46]([F:48])[CH:45]=[C:44]([F:49])[CH:43]=1.FC(F)C1C2[C@H]3C[C@H]3C(F)(F)C=2N(CC(O)=O)N=1. (5) Given the product [F:8][C:6]1[CH:5]=[C:4]([C@@:9]2([CH3:41])[N:18]([CH2:19][CH2:20][CH2:21][C:22]3[CH:23]=[C:24]4[C:37](=[CH:38][CH:39]=3)[CH2:36][C@:26]3([C:34]5[C:29](=[N:30][CH:31]=[CH:32][CH:33]=5)[NH:28][C:27]3=[O:35])[CH2:25]4)[C:17](=[O:40])[C:12]3([CH2:13][CH2:14][CH2:15][CH2:16]3)[NH:11][CH2:10]2)[CH:3]=[C:2]([F:1])[CH:7]=1, predict the reactants needed to synthesize it. The reactants are: [F:1][C:2]1[CH:3]=[C:4]([C@@:9]2([CH3:41])[N:18]([CH2:19]/[CH:20]=[CH:21]/[C:22]3[CH:23]=[C:24]4[C:37](=[CH:38][CH:39]=3)[CH2:36][C:26]3([C:34]5[C:29](=[N:30][CH:31]=[CH:32][CH:33]=5)[NH:28][C:27]3=[O:35])[CH2:25]4)[C:17](=[O:40])[C:12]3([CH2:16][CH2:15][CH2:14][CH2:13]3)[NH:11][CH2:10]2)[CH:5]=[C:6]([F:8])[CH:7]=1. (6) The reactants are: [CH2:1]([N:8]([CH2:19][C:20]1[CH:25]=[CH:24][CH:23]=[CH:22][CH:21]=1)[C@H:9]([CH2:17][OH:18])[CH2:10][C:11]1[CH:16]=[CH:15][CH:14]=[CH:13][CH:12]=1)[C:2]1[CH:7]=[CH:6][CH:5]=[CH:4][CH:3]=1.CCN(CC)CC. Given the product [CH2:19]([N:8]([CH2:1][C:2]1[CH:3]=[CH:4][CH:5]=[CH:6][CH:7]=1)[C@@H:9]([CH2:10][C:11]1[CH:12]=[CH:13][CH:14]=[CH:15][CH:16]=1)[CH:17]=[O:18])[C:20]1[CH:21]=[CH:22][CH:23]=[CH:24][CH:25]=1, predict the reactants needed to synthesize it.